From a dataset of Catalyst prediction with 721,799 reactions and 888 catalyst types from USPTO. Predict which catalyst facilitates the given reaction. (1) Product: [CH2:1]([O:3][C:4]([C:6]1[S:10][C:9]([CH3:11])=[N:8][C:7]=1[S:12][CH2:14][CH2:15][C:16]([F:18])([F:17])[C:19]1[CH:24]=[CH:23][C:22]([F:25])=[CH:21][CH:20]=1)=[O:5])[CH3:2]. Reactant: [CH2:1]([O:3][C:4]([C:6]1[S:10][C:9]([CH3:11])=[N:8][C:7]=1[SH:12])=[O:5])[CH3:2].Br[CH2:14][CH2:15][C:16]([C:19]1[CH:24]=[CH:23][C:22]([F:25])=[CH:21][CH:20]=1)([F:18])[F:17].C(=O)([O-])[O-].[K+].[K+]. The catalyst class is: 21. (2) Reactant: [CH:1]1([C:4]2[O:8][C:7]([CH2:9][O:10][CH3:11])=[N:6][C:5]=2[CH2:12][C:13]([O:15]CC)=[O:14])[CH2:3][CH2:2]1.Cl. Product: [CH:1]1([C:4]2[O:8][C:7]([CH2:9][O:10][CH3:11])=[N:6][C:5]=2[CH2:12][C:13]([OH:15])=[O:14])[CH2:2][CH2:3]1. The catalyst class is: 500. (3) The catalyst class is: 213. Product: [CH2:81]([O:80][C:78](=[O:79])[CH2:77][CH2:76][NH:75][C:61](=[O:62])[CH2:60][CH:51]1[O:50][CH:49]([C:64]2[CH:69]=[CH:68][CH:67]=[C:66]([O:70][CH3:71])[C:65]=2[O:72][CH3:73])[C:48]2[CH:74]=[C:44]([Cl:43])[CH:45]=[CH:46][C:47]=2[N:53]2[C:54]([CH:57]([CH3:58])[CH3:59])=[N:55][N:56]=[C:52]12)[CH3:82]. Reactant: C1CN([P+](ON2N=NC3C=CC=CC2=3)(N2CCCC2)N2CCCC2)CC1.F[P-](F)(F)(F)(F)F.C(N(CC)C(C)C)(C)C.[Cl:43][C:44]1[CH:45]=[CH:46][C:47]2[N:53]3[C:54]([CH:57]([CH3:59])[CH3:58])=[N:55][N:56]=[C:52]3[CH:51]([CH2:60][C:61](O)=[O:62])[O:50][CH:49]([C:64]3[CH:69]=[CH:68][CH:67]=[C:66]([O:70][CH3:71])[C:65]=3[O:72][CH3:73])[C:48]=2[CH:74]=1.[NH2:75][CH2:76][CH2:77][C:78]([O:80][CH2:81][CH3:82])=[O:79]. (4) Reactant: [CH3:1][C:2]1([CH3:18])[CH2:11][CH2:10][C:9]([CH3:13])([CH3:12])[C:8]2[CH:7]=[C:6]([OH:14])[C:5]([C:15]([OH:17])=[O:16])=[CH:4][C:3]1=2.[Br:19]Br. Product: [Br:19][C:7]1[C:8]2[C:9]([CH3:12])([CH3:13])[CH2:10][CH2:11][C:2]([CH3:18])([CH3:1])[C:3]=2[CH:4]=[C:5]([C:15]([OH:17])=[O:16])[C:6]=1[OH:14]. The catalyst class is: 52. (5) Reactant: [CH3:1][O:2][C:3]1[C:9]([F:10])=[CH:8][CH:7]=[CH:6][C:4]=1[NH2:5].[Br:11]Br. Product: [Br:11][C:8]1[CH:7]=[CH:6][C:4]([NH2:5])=[C:3]([O:2][CH3:1])[C:9]=1[F:10]. The catalyst class is: 52. (6) Reactant: [CH:1]([O:4][C:5]([N:7]1[CH2:12][CH2:11][CH:10]([O:13][C:14]2[CH:19]=[CH:18][C:17]([C:20]3[CH:25]=[CH:24][C:23]([CH:26]([NH:35]C(OC(C)(C)C)=O)[C:27]([N:29]4[CH2:33][CH2:32][C@H:31]([F:34])[CH2:30]4)=[O:28])=[CH:22][CH:21]=3)=[CH:16][CH:15]=2)[CH2:9][CH2:8]1)=[O:6])([CH3:3])[CH3:2].C(O)(C(F)(F)F)=O. Product: [CH:1]([O:4][C:5]([N:7]1[CH2:12][CH2:11][CH:10]([O:13][C:14]2[CH:15]=[CH:16][C:17]([C:20]3[CH:25]=[CH:24][C:23]([C@H:26]([NH2:35])[C:27]([N:29]4[CH2:33][CH2:32][C@H:31]([F:34])[CH2:30]4)=[O:28])=[CH:22][CH:21]=3)=[CH:18][CH:19]=2)[CH2:9][CH2:8]1)=[O:6])([CH3:3])[CH3:2]. The catalyst class is: 2. (7) Reactant: Br[C:2]1[CH:7]=[CH:6][C:5]([Br:8])=[CH:4][N:3]=1.C(N(CC)CC)C.[CH3:16][Si:17]([C:20]#[CH:21])([CH3:19])[CH3:18]. Product: [Br:8][C:5]1[CH:6]=[CH:7][C:2]([C:21]#[C:20][Si:17]([CH3:19])([CH3:18])[CH3:16])=[N:3][CH:4]=1. The catalyst class is: 189. (8) Reactant: [CH3:1][N:2]1[C:6]2=[CH:7][N:8]=[CH:9][C:10]([C:11]3[CH:16]=[CH:15][C:14]([NH2:17])=[CH:13][CH:12]=3)=[C:5]2[CH:4]=[N:3]1.N1C=CC=CC=1.C1([O:30][C:31](=O)[NH:32][C:33]2[N:34]([C:41]3[CH:46]=[CH:45][CH:44]=[C:43]([F:47])[CH:42]=3)[N:35]=[C:36]([CH:38]([CH3:40])[CH3:39])[CH:37]=2)C=CC=CC=1.NC1C=CNN=1.ClC(OC1C=CC=CC=1)=O. Product: [F:47][C:43]1[CH:42]=[C:41]([N:34]2[C:33]([NH:32][C:31]([NH:17][C:14]3[CH:15]=[CH:16][C:11]([C:10]4[CH:9]=[N:8][CH:7]=[C:6]5[N:2]([CH3:1])[N:3]=[CH:4][C:5]=45)=[CH:12][CH:13]=3)=[O:30])=[CH:37][C:36]([CH:38]([CH3:40])[CH3:39])=[N:35]2)[CH:46]=[CH:45][CH:44]=1. The catalyst class is: 1. (9) Reactant: [NH2:1][CH:2]1[CH2:7][CH2:6][O:5][CH2:4][CH:3]1[C:8]([O:10][CH2:11][CH3:12])=[O:9].[CH3:13][C:14]([O:17][C:18](O[C:18]([O:17][C:14]([CH3:16])([CH3:15])[CH3:13])=[O:19])=[O:19])([CH3:16])[CH3:15]. Product: [C:14]([O:17][C:18]([NH:1][CH:2]1[CH2:7][CH2:6][O:5][CH2:4][CH:3]1[C:8]([O:10][CH2:11][CH3:12])=[O:9])=[O:19])([CH3:16])([CH3:15])[CH3:13]. The catalyst class is: 424.